From a dataset of Full USPTO retrosynthesis dataset with 1.9M reactions from patents (1976-2016). Predict the reactants needed to synthesize the given product. (1) The reactants are: [Cl:1][C:2]1[CH:3]=[CH:4][C:5]([O:26][CH2:27][CH:28]([CH3:30])[CH3:29])=[C:6]([CH2:8][C:9]2[N:14]=[C:13]([NH:15][C:16](=[O:25])[C:17]3[CH:22]=[CH:21][C:20]([CH2:23][OH:24])=[CH:19][CH:18]=3)[CH:12]=[CH:11][CH:10]=2)[CH:7]=1.CC(OI1(OC(C)=O)(OC(C)=O)OC(=O)C2C=CC=CC1=2)=O. Given the product [Cl:1][C:2]1[CH:3]=[CH:4][C:5]([O:26][CH2:27][CH:28]([CH3:30])[CH3:29])=[C:6]([CH2:8][C:9]2[N:14]=[C:13]([NH:15][C:16](=[O:25])[C:17]3[CH:22]=[CH:21][C:20]([CH:23]=[O:24])=[CH:19][CH:18]=3)[CH:12]=[CH:11][CH:10]=2)[CH:7]=1, predict the reactants needed to synthesize it. (2) Given the product [Cl:19][C:20]1[CH:21]=[CH:22][C:23]([C:26]2[N:30]=[C:29]([C@@H:31]([NH:33][C:13]3[N:12]=[C:11]([N:6]4[C@@H:5]([C@@H:3]([CH3:4])[CH:2]([F:18])[F:1])[CH2:9][O:8][C:7]4=[O:10])[CH:16]=[CH:15][N:14]=3)[CH3:32])[O:28][N:27]=2)=[CH:24][CH:25]=1.[Cl:34][C:35]1[CH:36]=[CH:37][C:38]([C:41]2[N:45]=[C:44]([C@H:46]([NH:48][C:13]3[N:12]=[C:11]([N:6]4[C@@H:5]([C@@H:3]([CH3:4])[CH:2]([F:18])[F:1])[CH2:9][O:8][C:7]4=[O:10])[CH:16]=[CH:15][N:14]=3)[CH3:47])[O:43][N:42]=2)=[CH:39][CH:40]=1, predict the reactants needed to synthesize it. The reactants are: [F:1][CH:2]([F:18])[C@@H:3]([C@H:5]1[CH2:9][O:8][C:7](=[O:10])[N:6]1[C:11]1[CH:16]=[CH:15][N:14]=[C:13](F)[N:12]=1)[CH3:4].[Cl:19][C:20]1[CH:25]=[CH:24][C:23]([C:26]2[N:30]=[C:29]([C@@H:31]([NH2:33])[CH3:32])[O:28][N:27]=2)=[CH:22][CH:21]=1.[Cl:34][C:35]1[CH:40]=[CH:39][C:38]([C:41]2[N:45]=[C:44]([C@H:46]([NH2:48])[CH3:47])[O:43][N:42]=2)=[CH:37][CH:36]=1.CCN(C(C)C)C(C)C. (3) Given the product [N:1]1([C:7]2[N:8]=[C:9]([CH2:14][C:15]([NH:25][C:24]3[CH:26]=[CH:27][CH:28]=[C:22]([C:21]([F:20])([F:29])[F:30])[CH:23]=3)=[O:17])[NH:10][C:11](=[O:13])[CH:12]=2)[CH2:2][CH2:3][O:4][CH2:5][CH2:6]1, predict the reactants needed to synthesize it. The reactants are: [N:1]1([C:7]2[N:8]=[C:9]([CH2:14][C:15]([O:17]CC)=O)[NH:10][C:11](=[O:13])[CH:12]=2)[CH2:6][CH2:5][O:4][CH2:3][CH2:2]1.[F:20][C:21]([F:30])([F:29])[C:22]1[CH:23]=[C:24]([CH:26]=[CH:27][CH:28]=1)[NH2:25]. (4) Given the product [I:2][C:13]1[CH:14]=[CH:15][C:10]([S:9]([F:21])([F:20])([F:19])([F:18])[F:8])=[CH:11][CH:12]=1.[CH3:29][O:28][C:22]1[CH:27]=[CH:26][CH:25]=[CH:24][C:23]=1[C:13]1[CH:14]=[CH:15][C:10]([S:9]([F:21])([F:20])([F:19])([F:18])[F:8])=[CH:11][CH:12]=1.[CH3:29][O:28][C:22]1[CH:23]=[C:24]([C:13]2[CH:14]=[CH:15][C:10]([S:9]([F:21])([F:20])([F:19])([F:18])[F:8])=[CH:11][CH:12]=2)[CH:25]=[CH:26][CH:27]=1, predict the reactants needed to synthesize it. The reactants are: [Na+].[I-:2].F[B-](F)(F)F.[F:8][S:9]([F:21])([F:20])([F:19])([F:18])[C:10]1[CH:15]=[CH:14][C:13]([N+]#N)=[CH:12][CH:11]=1.[C:22]1([O:28][CH3:29])[CH:27]=[CH:26][CH:25]=[CH:24][CH:23]=1.C([O-])([O-])=O.[Na+].[Na+]. (5) The reactants are: [C:1]([O:4][C:5](=O)[CH3:6])(=[O:3])[CH3:2].[O:8]1[C:12]2[CH:13]=[CH:14][CH:15]=[CH:16][C:11]=2[N:10]=[C:9]1[S:17][CH2:18][CH2:19][N:20]1[CH2:25][CH2:24][N:23]([CH2:26][C:27]([NH:29][C:30]2[C:35]([CH:36]([CH3:38])[CH3:37])=CC=[C:32](O)[C:31]=2[CH:40]([CH3:42])[CH3:41])=[O:28])[CH2:22][CH2:21]1.C(=O)(O)[O-].[Na+]. Given the product [O:8]1[C:12]2[CH:13]=[CH:14][CH:15]=[CH:16][C:11]=2[N:10]=[C:9]1[S:17][CH2:18][CH2:19][N:20]1[CH2:21][CH2:22][N:23]([CH2:26][C:27]([NH:29][C:30]2[C:31]([CH:40]([CH3:41])[CH3:42])=[CH:32][CH:6]=[C:5]([O:4][C:1](=[O:3])[CH3:2])[C:35]=2[CH:36]([CH3:38])[CH3:37])=[O:28])[CH2:24][CH2:25]1, predict the reactants needed to synthesize it. (6) Given the product [O:16]1[C:15]2[CH:19]=[CH:20][C:12]([CH2:11][CH2:10][NH:9][C:7](=[O:8])[CH3:6])=[CH:13][C:14]=2[O:18][CH2:17]1, predict the reactants needed to synthesize it. The reactants are: C(CCN(C1C=C(C)N=C(N2C=CN=C2)N=1)[CH2:6][C:7]([NH:9][CH2:10][CH2:11][C:12]1[CH:20]=[CH:19][C:15]2[O:16][CH2:17][O:18][C:14]=2[CH:13]=1)=[O:8])#N.N. (7) The reactants are: [CH3:1][C:2]1[CH:3]=[C:4]([OH:22])[C:5]2[CH:6]=[C:7]([C:12]3[CH:17]=[CH:16][CH:15]=[C:14]([C:18]([F:21])([F:20])[F:19])[CH:13]=3)[N:8]=[N:9][C:10]=2[CH:11]=1.CI.[C:25](=O)([O-])[O-].[K+].[K+]. Given the product [CH3:25][O:22][C:4]1[CH:3]=[C:2]([CH3:1])[CH:11]=[C:10]2[C:5]=1[CH:6]=[C:7]([C:12]1[CH:17]=[CH:16][CH:15]=[C:14]([C:18]([F:21])([F:20])[F:19])[CH:13]=1)[N:8]=[N:9]2, predict the reactants needed to synthesize it. (8) Given the product [Cl:1][C:2]1[C:20]([N+:26]([O-:28])=[O:27])=[CH:19][C:5]([C:6]([NH:8][C@H:9]2[CH2:14][CH2:13][C@H:12]([C:15]([F:18])([F:17])[F:16])[CH2:11][CH2:10]2)=[O:7])=[C:4]([O:21][CH2:22][CH:23]([F:24])[F:25])[N:3]=1, predict the reactants needed to synthesize it. The reactants are: [Cl:1][C:2]1[CH:20]=[CH:19][C:5]([C:6]([NH:8][C@H:9]2[CH2:14][CH2:13][C@H:12]([C:15]([F:18])([F:17])[F:16])[CH2:11][CH2:10]2)=[O:7])=[C:4]([O:21][CH2:22][CH:23]([F:25])[F:24])[N:3]=1.[N+:26]([O-])([OH:28])=[O:27].